Dataset: Forward reaction prediction with 1.9M reactions from USPTO patents (1976-2016). Task: Predict the product of the given reaction. (1) Given the reactants [NH2:1][C:2]1[N:11]=[CH:10][C:9]2[C:8](SC)=[N:7][CH:6]=[N:5][C:4]=2[CH:3]=1.[Br:14][C:15]1[CH:21]=[CH:20][CH:19]=[CH:18][C:16]=1[NH2:17], predict the reaction product. The product is: [NH2:1][C:2]1[N:11]=[CH:10][C:9]2[C:8]([NH:17][C:16]3[CH:18]=[CH:19][CH:20]=[CH:21][C:15]=3[Br:14])=[N:7][CH:6]=[N:5][C:4]=2[CH:3]=1. (2) The product is: [CH2:1]([O:8][C:9](=[O:22])[CH:10]([NH:14][C:15]([O:17][C:18]([CH3:20])([CH3:19])[CH3:21])=[O:16])[CH2:11][CH:12]=[O:13])[C:2]1[CH:7]=[CH:6][CH:5]=[CH:4][CH:3]=1. Given the reactants [CH2:1]([O:8][C:9](=[O:22])[CH:10]([NH:14][C:15]([O:17][C:18]([CH3:21])([CH3:20])[CH3:19])=[O:16])[CH2:11][CH2:12][OH:13])[C:2]1[CH:7]=[CH:6][CH:5]=[CH:4][CH:3]=1.C(N(CC)CC)C.S(=O)(=O)=O.N1C=CC=CC=1, predict the reaction product.